Dataset: Catalyst prediction with 721,799 reactions and 888 catalyst types from USPTO. Task: Predict which catalyst facilitates the given reaction. (1) Reactant: [OH:1][C:2]1[CH:7]=[CH:6][C:5]([C:8]2[CH:9]=[C:10]([C:17]([OH:19])=O)[C:11]3[CH:16]=[N:15][NH:14][C:12]=3[N:13]=2)=[CH:4][CH:3]=1.C1C=CC2N(O)N=NC=2C=1.C(N(CC)C(C)C)(C)C.[NH2:39][CH:40]1[CH2:45][C:44]([CH3:47])([CH3:46])[NH:43][C:42]([CH3:49])([CH3:48])[CH2:41]1.N1CCCCC1. Product: [CH3:48][C:42]1([CH3:49])[CH2:41][CH:40]([NH:39][C:17]([C:10]2[C:11]3[CH:16]=[N:15][NH:14][C:12]=3[N:13]=[C:8]([C:5]3[CH:4]=[CH:3][C:2]([OH:1])=[CH:7][CH:6]=3)[CH:9]=2)=[O:19])[CH2:45][C:44]([CH3:47])([CH3:46])[NH:43]1. The catalyst class is: 607. (2) Reactant: [CH2:1]([OH:8])[C:2]1[CH:7]=[CH:6][CH:5]=[CH:4][CH:3]=1.[H-].[Na+].[Br:11][C:12]1[CH:17]=[C:16](F)[CH:15]=[C:14]([F:19])[CH:13]=1. Product: [CH2:1]([O:8][C:16]1[CH:15]=[C:14]([F:19])[CH:13]=[C:12]([Br:11])[CH:17]=1)[C:2]1[CH:7]=[CH:6][CH:5]=[CH:4][CH:3]=1. The catalyst class is: 44.